Dataset: NCI-60 drug combinations with 297,098 pairs across 59 cell lines. Task: Regression. Given two drug SMILES strings and cell line genomic features, predict the synergy score measuring deviation from expected non-interaction effect. (1) Drug 1: C1=NC2=C(N=C(N=C2N1C3C(C(C(O3)CO)O)F)Cl)N. Drug 2: C1CN1C2=NC(=NC(=N2)N3CC3)N4CC4. Cell line: HOP-62. Synergy scores: CSS=38.7, Synergy_ZIP=2.80, Synergy_Bliss=7.17, Synergy_Loewe=-5.44, Synergy_HSA=3.62. (2) Drug 1: C1CCN(CC1)CCOC2=CC=C(C=C2)C(=O)C3=C(SC4=C3C=CC(=C4)O)C5=CC=C(C=C5)O. Drug 2: C1C(C(OC1N2C=C(C(=O)NC2=O)F)CO)O. Cell line: HCC-2998. Synergy scores: CSS=57.8, Synergy_ZIP=1.99, Synergy_Bliss=2.07, Synergy_Loewe=-4.95, Synergy_HSA=1.30. (3) Drug 1: CS(=O)(=O)C1=CC(=C(C=C1)C(=O)NC2=CC(=C(C=C2)Cl)C3=CC=CC=N3)Cl. Drug 2: C1CN(P(=O)(OC1)NCCCl)CCCl. Cell line: UACC-257. Synergy scores: CSS=-1.91, Synergy_ZIP=0.533, Synergy_Bliss=-2.37, Synergy_Loewe=-6.00, Synergy_HSA=-4.90. (4) Drug 1: CN(C)N=NC1=C(NC=N1)C(=O)N. Drug 2: COC1=C2C(=CC3=C1OC=C3)C=CC(=O)O2. Cell line: MDA-MB-231. Synergy scores: CSS=-0.756, Synergy_ZIP=0.920, Synergy_Bliss=-2.05, Synergy_Loewe=-5.94, Synergy_HSA=-5.03. (5) Drug 1: CC12CCC(CC1=CCC3C2CCC4(C3CC=C4C5=CN=CC=C5)C)O. Drug 2: C1CCC(C1)C(CC#N)N2C=C(C=N2)C3=C4C=CNC4=NC=N3. Cell line: K-562. Synergy scores: CSS=10.7, Synergy_ZIP=-4.94, Synergy_Bliss=0.757, Synergy_Loewe=-1.58, Synergy_HSA=-1.27. (6) Drug 1: CC1=CC=C(C=C1)C2=CC(=NN2C3=CC=C(C=C3)S(=O)(=O)N)C(F)(F)F. Drug 2: CC1C(C(CC(O1)OC2CC(CC3=C2C(=C4C(=C3O)C(=O)C5=CC=CC=C5C4=O)O)(C(=O)C)O)N)O. Cell line: HS 578T. Synergy scores: CSS=49.1, Synergy_ZIP=-2.18, Synergy_Bliss=-3.02, Synergy_Loewe=0.556, Synergy_HSA=2.06. (7) Drug 1: C1=CN(C(=O)N=C1N)C2C(C(C(O2)CO)O)O.Cl. Drug 2: CC1=C2C(C(=O)C3(C(CC4C(C3C(C(C2(C)C)(CC1OC(=O)C(C(C5=CC=CC=C5)NC(=O)OC(C)(C)C)O)O)OC(=O)C6=CC=CC=C6)(CO4)OC(=O)C)O)C)O. Cell line: NCI-H460. Synergy scores: CSS=40.0, Synergy_ZIP=0.375, Synergy_Bliss=4.13, Synergy_Loewe=-2.77, Synergy_HSA=2.25.